From a dataset of Full USPTO retrosynthesis dataset with 1.9M reactions from patents (1976-2016). Predict the reactants needed to synthesize the given product. (1) The reactants are: [NH2:1][C:2]1[N:7]=[CH:6][N:5]=[C:4]2[N:8]([CH:12]([C:14]3[O:15][C:16](=[O:39])[C:17]4[C:22]([C:23]=3[C:24]3[CH:29]=[CH:28][CH:27]=[C:26]([CH:30]5[O:34][C:33]([CH3:36])([CH3:35])[C:32]([CH3:38])([CH3:37])[O:31]5)[CH:25]=3)=[CH:21][CH:20]=[CH:19][CH:18]=4)[CH3:13])[N:9]=[C:10](I)[C:3]=12.[F:40][C:41]1[CH:42]=[C:43](B(O)O)[CH:44]=[C:45]([OH:47])[CH:46]=1.C([O-])([O-])=O.[K+].[K+]. Given the product [NH2:1][C:2]1[N:7]=[CH:6][N:5]=[C:4]2[N:8]([CH:12]([C:14]3[O:15][C:16](=[O:39])[C:17]4[C:22]([C:23]=3[C:24]3[CH:29]=[CH:28][CH:27]=[C:26]([CH:30]5[O:34][C:33]([CH3:36])([CH3:35])[C:32]([CH3:38])([CH3:37])[O:31]5)[CH:25]=3)=[CH:21][CH:20]=[CH:19][CH:18]=4)[CH3:13])[N:9]=[C:10]([C:43]3[CH:44]=[C:45]([OH:47])[CH:46]=[C:41]([F:40])[CH:42]=3)[C:3]=12, predict the reactants needed to synthesize it. (2) Given the product [C:1]([O:5][C:6](=[O:7])[NH:8][C:9]1[S:10][CH:11]=[C:12]([C:14](=[O:16])[N:22]([CH3:23])[CH3:21])[N:13]=1)([CH3:2])([CH3:3])[CH3:4], predict the reactants needed to synthesize it. The reactants are: [C:1]([O:5][C:6]([NH:8][C:9]1[S:10][CH:11]=[C:12]([C:14]([OH:16])=O)[N:13]=1)=[O:7])([CH3:4])([CH3:3])[CH3:2].S(Cl)(Cl)=O.[CH3:21][NH:22][CH3:23].O1CCCC1. (3) Given the product [Br:18][CH2:15][CH2:14][C:9]1[CH:10]=[CH:11][CH:12]=[CH:13][C:8]=1[O:1][C:2]1[CH:7]=[CH:6][CH:5]=[CH:4][CH:3]=1, predict the reactants needed to synthesize it. The reactants are: [O:1]([C:8]1[CH:13]=[CH:12][CH:11]=[CH:10][C:9]=1[CH2:14][CH2:15]O)[C:2]1[CH:7]=[CH:6][CH:5]=[CH:4][CH:3]=1.C(Br)(Br)(Br)[Br:18].C1C=CC(P(C2C=CC=CC=2)C2C=CC=CC=2)=CC=1. (4) Given the product [C:13]([S:11]([NH:10][C@@H:8]([C:5]1[N:6]=[CH:7][C:2]([C:59]2[CH:60]=[C:61]([Cl:63])[CH:62]=[C:53]([Cl:52])[C:54]=2[C:55]([O:57][CH3:58])=[O:56])=[CH:3][C:4]=1[F:17])[CH3:9])=[O:12])([CH3:16])([CH3:15])[CH3:14], predict the reactants needed to synthesize it. The reactants are: Br[C:2]1[CH:3]=[C:4]([F:17])[C:5]([C@H:8]([NH:10][S:11]([C:13]([CH3:16])([CH3:15])[CH3:14])=[O:12])[CH3:9])=[N:6][CH:7]=1.B1(B2OC(C)(C)C(C)(C)O2)OC(C)(C)C(C)(C)O1.C([O-])(=O)C.[K+].ClC1C=C(C=CC=1)C(OO)=O.[Cl:52][C:53]1[CH:62]=[C:61]([Cl:63])[CH:60]=[C:59](OS(C(F)(F)F)(=O)=O)[C:54]=1[C:55]([O:57][CH3:58])=[O:56].C(=O)([O-])[O-].[Na+].[Na+]. (5) Given the product [CH3:1][O:2][C:3]([C:5]1[CH:6]=[CH:7][C:8]([CH:9]=[C:38]2[CH2:43][CH2:42][N:41]([C:44]([O:46][C:47]([CH3:50])([CH3:49])[CH3:48])=[O:45])[CH2:40][CH2:39]2)=[CH:18][CH:19]=1)=[O:4], predict the reactants needed to synthesize it. The reactants are: [CH3:1][O:2][C:3]([C:5]1[CH:19]=[CH:18][C:8]([CH2:9]P(=O)(OCC)OCC)=[CH:7][CH:6]=1)=[O:4].C1OCCOCCOCCOCCOC1.[H-].[Na+].O=[C:38]1[CH2:43][CH2:42][N:41]([C:44]([O:46][C:47]([CH3:50])([CH3:49])[CH3:48])=[O:45])[CH2:40][CH2:39]1. (6) The reactants are: [Cl:1][C:2]1[CH:3]=[C:4]([C:8]2[N:9]=[C:10]([NH:16][C:17]3[CH:22]=[C:21](C=O)[CH:20]=[CH:19][C:18]=3[N+:25]([O-:27])=[O:26])[S:11][C:12]=2[C:13]([NH2:15])=[O:14])[CH:5]=[CH:6][CH:7]=1.Cl.Cl.[CH3:30][NH:31][CH2:32][CH2:33][CH2:34][N:35]1[CH2:40][CH2:39][O:38][CH2:37][CH2:36]1.[C:41](O[BH-](OC(=O)C)OC(=O)C)(=O)C.[Na+]. Given the product [Cl:1][C:2]1[CH:3]=[C:4]([C:8]2[N:9]=[C:10]([NH:16][C:17]3[CH:22]=[C:21]([CH2:30][N:31]([CH3:41])[CH2:32][CH2:33][CH2:34][N:35]4[CH2:36][CH2:37][O:38][CH2:39][CH2:40]4)[CH:20]=[CH:19][C:18]=3[N+:25]([O-:27])=[O:26])[S:11][C:12]=2[C:13]([NH2:15])=[O:14])[CH:5]=[CH:6][CH:7]=1, predict the reactants needed to synthesize it. (7) Given the product [F:1][C:2]1[CH:3]=[C:4]([C:13]([OH:16])([CH3:14])[CH3:15])[CH:5]=[C:6]([F:12])[C:7]=1[CH2:8][CH:9]=[O:10], predict the reactants needed to synthesize it. The reactants are: [F:1][C:2]1[CH:3]=[C:4]([C:13]([OH:16])([CH3:15])[CH3:14])[CH:5]=[C:6]([F:12])[C:7]=1[CH:8]=[CH:9][O:10]C.Cl. (8) The reactants are: [C:1]([O:5][C:6]([N:8]1[CH2:13][CH2:12][N:11]([C:14]2[CH:21]=[CH:20][C:17](C=O)=[CH:16][CH:15]=2)[CH2:10][CH2:9]1)=[O:7])([CH3:4])([CH3:3])[CH3:2].[Br-].[CH2:23]([O:25][C:26]([CH2:28][CH2:29][CH2:30][P+](C1C=CC=CC=1)(C1C=CC=CC=1)C1C=CC=CC=1)=[O:27])[CH3:24].[CH3:50]C(C)([O-])C.[K+]. Given the product [C:1]([O:5][C:6]([N:8]1[CH2:9][CH2:10][N:11]([C:14]2[CH:15]=[CH:16][C:17]([CH:50]=[CH:30][CH2:29][CH2:28][C:26]([O:25][CH2:23][CH3:24])=[O:27])=[CH:20][CH:21]=2)[CH2:12][CH2:13]1)=[O:7])([CH3:4])([CH3:2])[CH3:3], predict the reactants needed to synthesize it.